This data is from Reaction yield outcomes from USPTO patents with 853,638 reactions. The task is: Predict the reaction yield, written as a fraction of the theoretical maximum amount of product (1.0 means a 100% yield; for example, 0.34 means a 34% yield). (1) The reactants are [F:1][C:2]1[N:7]=[CH:6][C:5](B(O)O)=[CH:4][CH:3]=1.C([O-])([O-])=O.[K+].[K+].Cl[C:18]1[CH:27]=[C:26]([C:28]([OH:30])=[O:29])[C:25]2[C:20](=[CH:21][CH:22]=[CH:23][CH:24]=2)[N:19]=1. The catalyst is O1CCOCC1. The product is [F:1][C:2]1[N:7]=[CH:6][C:5]([C:18]2[CH:27]=[C:26]([C:28]([OH:30])=[O:29])[C:25]3[C:20](=[CH:21][CH:22]=[CH:23][CH:24]=3)[N:19]=2)=[CH:4][CH:3]=1. The yield is 0.940. (2) The reactants are O[CH2:2][C:3]1[CH:12]=[N:11][C:10]2[N:9]3[CH2:13][CH2:14][CH2:15][CH2:16][C@H:8]3[C:7](=[O:17])[NH:6][C:5]=2[CH:4]=1.[I-].C(C[P+](C)(C)C)#N.C(N(C(C)C)C(C)C)C.Cl.[Cl:36][C:37]1[CH:42]=[CH:41][C:40]([N:43]2[CH2:48][CH2:47][NH:46][CH2:45][CH2:44]2)=[CH:39][CH:38]=1. The catalyst is C(#N)CC.CCO.O. The product is [Cl:36][C:37]1[CH:38]=[CH:39][C:40]([N:43]2[CH2:48][CH2:47][N:46]([CH2:2][C:3]3[CH:12]=[N:11][C:10]4[N:9]5[CH2:13][CH2:14][CH2:15][CH2:16][C@H:8]5[C:7](=[O:17])[NH:6][C:5]=4[CH:4]=3)[CH2:45][CH2:44]2)=[CH:41][CH:42]=1. The yield is 0.430. (3) The reactants are [Cl:1][C:2]1[C:3]([O:12][C:13]2[CH:18]=[C:17]([O:19][CH:20]([CH2:25][O:26][CH2:27][CH3:28])[CH2:21][O:22][CH2:23][CH3:24])[CH:16]=[CH:15][C:14]=2/[CH:29]=[CH:30]/[C:31]([O:33]CC)=[O:32])=[N:4][CH:5]=[C:6]([C:8]([F:11])([F:10])[F:9])[CH:7]=1.[OH-].[Na+].O1CCCC1. The catalyst is C(O)C. The product is [Cl:1][C:2]1[C:3]([O:12][C:13]2[CH:18]=[C:17]([O:19][CH:20]([CH2:21][O:22][CH2:23][CH3:24])[CH2:25][O:26][CH2:27][CH3:28])[CH:16]=[CH:15][C:14]=2/[CH:29]=[CH:30]/[C:31]([OH:33])=[O:32])=[N:4][CH:5]=[C:6]([C:8]([F:9])([F:10])[F:11])[CH:7]=1. The yield is 0.230. (4) The reactants are [NH2:1][C@H:2]1[CH2:11][CH2:10][C:9]2[C:8]([S:12]([NH:15][C:16]3[CH:21]=[C:20]([Cl:22])[CH:19]=[CH:18][C:17]=3[O:23][CH3:24])(=[O:14])=[O:13])=[CH:7][CH:6]=[C:5]([O:25][CH3:26])[C:4]=2[CH2:3]1.Br[CH2:28][CH2:29][CH2:30][CH2:31]Br.C(=O)([O-])O.[Na+].[I-].[K+]. The catalyst is C1(C)C=CC=CC=1.ClCCl. The product is [Cl:22][C:20]1[CH:19]=[CH:18][C:17]([O:23][CH3:24])=[C:16]([NH:15][S:12]([C:8]2[C:9]3[CH2:10][CH2:11][C@H:2]([N:1]4[CH2:31][CH2:30][CH2:29][CH2:28]4)[CH2:3][C:4]=3[C:5]([O:25][CH3:26])=[CH:6][CH:7]=2)(=[O:14])=[O:13])[CH:21]=1. The yield is 0.270.